Dataset: Catalyst prediction with 721,799 reactions and 888 catalyst types from USPTO. Task: Predict which catalyst facilitates the given reaction. (1) Reactant: [Na+].[CH:2]([O:5][C:6]([NH:8][C:9]1[CH:14]=[CH:13][C:12]([C:15]2[CH:20]=[CH:19][C:18]([S:21]([O-:24])(=O)=[O:22])=[CH:17][CH:16]=2)=[CH:11][CH:10]=1)=[O:7])([CH3:4])[CH3:3].N1C=CC=CC=1.O=P(Cl)(Cl)[Cl:33].P(Cl)(Cl)(Cl)(Cl)Cl.[Na+].[Cl-]. Product: [CH:2]([O:5][C:6](=[O:7])[NH:8][C:9]1[CH:14]=[CH:13][C:12]([C:15]2[CH:20]=[CH:19][C:18]([S:21]([Cl:33])(=[O:24])=[O:22])=[CH:17][CH:16]=2)=[CH:11][CH:10]=1)([CH3:4])[CH3:3]. The catalyst class is: 426. (2) Reactant: C([O:6][C:7](=[O:42])[C:8]1[C:13]([S:14][C:15]2[CH:20]=[CH:19][C:18]([S:21]([N:24]3[CH2:29][CH2:28][CH2:27][CH2:26][CH2:25]3)(=[O:23])=[O:22])=[CH:17][CH:16]=2)=[CH:12][N:11]=[C:10]([NH:30][S:31]([C:34]2[CH:39]=[CH:38][C:37]([Cl:40])=[CH:36][C:35]=2[Cl:41])(=[O:33])=[O:32])[CH:9]=1)CCCC.O.[OH-].[Li+].Cl. Product: [Cl:41][C:35]1[CH:36]=[C:37]([Cl:40])[CH:38]=[CH:39][C:34]=1[S:31]([NH:30][C:10]1[CH:9]=[C:8]([C:13]([S:14][C:15]2[CH:16]=[CH:17][C:18]([S:21]([N:24]3[CH2:29][CH2:28][CH2:27][CH2:26][CH2:25]3)(=[O:23])=[O:22])=[CH:19][CH:20]=2)=[CH:12][N:11]=1)[C:7]([OH:42])=[O:6])(=[O:33])=[O:32]. The catalyst class is: 20. (3) Reactant: [CH2:1]([O:3][C:4](=[O:44])[CH2:5][CH2:6][CH2:7][O:8][C:9]1[CH:14]=[CH:13][CH:12]=[C:11]([CH2:15][CH2:16][CH2:17][CH2:18][CH2:19][CH2:20][O:21][C:22]2[CH:27]=[C:26](Br)[CH:25]=[C:24]([O:29][CH2:30][C:31]3[CH:36]=[CH:35][CH:34]=[CH:33][CH:32]=3)[CH:23]=2)[C:10]=1[CH2:37][CH2:38][C:39]([O:41][CH2:42][CH3:43])=[O:40])[CH3:2].[CH2:45]1[O:53][C:52]2[CH:51]=[CH:50][C:49](B(O)O)=[CH:48][C:47]=2[O:46]1.C(=O)([O-])[O-].[Cs+].[Cs+]. Product: [CH2:1]([O:3][C:4](=[O:44])[CH2:5][CH2:6][CH2:7][O:8][C:9]1[CH:14]=[CH:13][CH:12]=[C:11]([CH2:15][CH2:16][CH2:17][CH2:18][CH2:19][CH2:20][O:21][C:22]2[CH:23]=[C:24]([O:29][CH2:30][C:31]3[CH:36]=[CH:35][CH:34]=[CH:33][CH:32]=3)[CH:25]=[C:26]([C:50]3[CH:49]=[CH:48][C:47]4[O:46][CH2:45][O:53][C:52]=4[CH:51]=3)[CH:27]=2)[C:10]=1[CH2:37][CH2:38][C:39]([O:41][CH2:42][CH3:43])=[O:40])[CH3:2]. The catalyst class is: 140.